This data is from Peptide-MHC class II binding affinity with 134,281 pairs from IEDB. The task is: Regression. Given a peptide amino acid sequence and an MHC pseudo amino acid sequence, predict their binding affinity value. This is MHC class II binding data. (1) The peptide sequence is EAMSQANSAILMQR. The MHC is HLA-DQA10401-DQB10402 with pseudo-sequence HLA-DQA10401-DQB10402. The binding affinity (normalized) is 0.220. (2) The peptide sequence is ENPVVHFFKNIVTPR. The MHC is H-2-IAs with pseudo-sequence H-2-IAs. The binding affinity (normalized) is 0.399.